Dataset: NCI-60 drug combinations with 297,098 pairs across 59 cell lines. Task: Regression. Given two drug SMILES strings and cell line genomic features, predict the synergy score measuring deviation from expected non-interaction effect. (1) Cell line: DU-145. Synergy scores: CSS=2.09, Synergy_ZIP=3.93, Synergy_Bliss=5.24, Synergy_Loewe=-2.27, Synergy_HSA=-1.09. Drug 1: C1CCC(C1)C(CC#N)N2C=C(C=N2)C3=C4C=CNC4=NC=N3. Drug 2: CC1=C(C=C(C=C1)C(=O)NC2=CC(=CC(=C2)C(F)(F)F)N3C=C(N=C3)C)NC4=NC=CC(=N4)C5=CN=CC=C5. (2) Drug 1: CC12CCC(CC1=CCC3C2CCC4(C3CC=C4C5=CN=CC=C5)C)O. Drug 2: CCC1(CC2CC(C3=C(CCN(C2)C1)C4=CC=CC=C4N3)(C5=C(C=C6C(=C5)C78CCN9C7C(C=CC9)(C(C(C8N6C)(C(=O)OC)O)OC(=O)C)CC)OC)C(=O)OC)O.OS(=O)(=O)O. Cell line: MDA-MB-435. Synergy scores: CSS=69.6, Synergy_ZIP=15.5, Synergy_Bliss=15.3, Synergy_Loewe=-7.83, Synergy_HSA=15.6. (3) Cell line: NCIH23. Synergy scores: CSS=33.3, Synergy_ZIP=-5.13, Synergy_Bliss=-6.94, Synergy_Loewe=-5.91, Synergy_HSA=-4.34. Drug 2: C1CCC(C(C1)[NH-])[NH-].C(=O)(C(=O)[O-])[O-].[Pt+4]. Drug 1: CC12CCC3C(C1CCC2NC(=O)OCC(F)(F)F)CCC4C3(C=CC(=O)N4C)C. (4) Drug 1: CC1C(C(=O)NC(C(=O)N2CCCC2C(=O)N(CC(=O)N(C(C(=O)O1)C(C)C)C)C)C(C)C)NC(=O)C3=C4C(=C(C=C3)C)OC5=C(C(=O)C(=C(C5=N4)C(=O)NC6C(OC(=O)C(N(C(=O)CN(C(=O)C7CCCN7C(=O)C(NC6=O)C(C)C)C)C)C(C)C)C)N)C. Drug 2: CC=C1C(=O)NC(C(=O)OC2CC(=O)NC(C(=O)NC(CSSCCC=C2)C(=O)N1)C(C)C)C(C)C. Cell line: 786-0. Synergy scores: CSS=15.1, Synergy_ZIP=-6.38, Synergy_Bliss=-4.51, Synergy_Loewe=-5.47, Synergy_HSA=-2.89. (5) Drug 1: CC=C1C(=O)NC(C(=O)OC2CC(=O)NC(C(=O)NC(CSSCCC=C2)C(=O)N1)C(C)C)C(C)C. Cell line: NCI-H522. Synergy scores: CSS=56.0, Synergy_ZIP=0.760, Synergy_Bliss=3.59, Synergy_Loewe=-0.340, Synergy_HSA=6.74. Drug 2: CC1C(C(CC(O1)OC2CC(CC3=C2C(=C4C(=C3O)C(=O)C5=C(C4=O)C(=CC=C5)OC)O)(C(=O)CO)O)N)O.Cl. (6) Drug 1: C1C(C(OC1N2C=NC3=C(N=C(N=C32)Cl)N)CO)O. Drug 2: C1CCC(C(C1)N)N.C(=O)(C(=O)[O-])[O-].[Pt+4]. Cell line: U251. Synergy scores: CSS=32.2, Synergy_ZIP=-8.59, Synergy_Bliss=-5.57, Synergy_Loewe=-4.57, Synergy_HSA=-2.29. (7) Drug 1: CCC1=CC2CC(C3=C(CN(C2)C1)C4=CC=CC=C4N3)(C5=C(C=C6C(=C5)C78CCN9C7C(C=CC9)(C(C(C8N6C)(C(=O)OC)O)OC(=O)C)CC)OC)C(=O)OC.C(C(C(=O)O)O)(C(=O)O)O. Drug 2: C1=C(C(=O)NC(=O)N1)N(CCCl)CCCl. Cell line: SF-295. Synergy scores: CSS=42.5, Synergy_ZIP=-0.654, Synergy_Bliss=-2.52, Synergy_Loewe=-4.45, Synergy_HSA=1.60.